This data is from Forward reaction prediction with 1.9M reactions from USPTO patents (1976-2016). The task is: Predict the product of the given reaction. Given the reactants [NH2:1][CH:2]1[N:8]=[C:7]([C:9]2[CH:14]=[CH:13][CH:12]=[CH:11][CH:10]=2)[C:6]2[CH:15]=[C:16]([Cl:19])[CH:17]=[CH:18][C:5]=2[N:4]([CH3:20])[C:3]1=[O:21].[N:22]([C:25]1[C:34]2[C:29](=[CH:30][CH:31]=[CH:32][CH:33]=2)[C:28]([N:35]([CH3:37])[CH3:36])=[CH:27][CH:26]=1)=[C:23]=[S:24], predict the reaction product. The product is: [Cl:19][C:16]1[CH:17]=[CH:18][C:5]2[N:4]([CH3:20])[C:3](=[O:21])[CH:2]([NH:1][C:23]([NH:22][C:25]3[C:34]4[C:29](=[CH:30][CH:31]=[CH:32][CH:33]=4)[C:28]([N:35]([CH3:37])[CH3:36])=[CH:27][CH:26]=3)=[S:24])[N:8]=[C:7]([C:9]3[CH:10]=[CH:11][CH:12]=[CH:13][CH:14]=3)[C:6]=2[CH:15]=1.